Dataset: NCI-60 drug combinations with 297,098 pairs across 59 cell lines. Task: Regression. Given two drug SMILES strings and cell line genomic features, predict the synergy score measuring deviation from expected non-interaction effect. Drug 1: C#CCC(CC1=CN=C2C(=N1)C(=NC(=N2)N)N)C3=CC=C(C=C3)C(=O)NC(CCC(=O)O)C(=O)O. Drug 2: N.N.Cl[Pt+2]Cl. Cell line: 786-0. Synergy scores: CSS=60.2, Synergy_ZIP=-5.06, Synergy_Bliss=-5.92, Synergy_Loewe=-4.93, Synergy_HSA=-3.50.